This data is from Reaction yield outcomes from USPTO patents with 853,638 reactions. The task is: Predict the reaction yield, written as a fraction of the theoretical maximum amount of product (1.0 means a 100% yield; for example, 0.34 means a 34% yield). (1) The reactants are [NH2:1][C:2]1[NH:3][C:4](=[O:37])[C:5]2[N:6]=[CH:7][N:8]([C@H:11]3[C@H:15]([OH:16])[C@H:14]([O:17]CC4C=CC=CC=4)[C@:13]([CH2:28][O:29]CC4C=CC=CC=4)([CH:25]([F:27])[F:26])[O:12]3)[C:9]=2[N:10]=1. The catalyst is CO.[OH-].[OH-].[Pd+2]. The product is [NH2:1][C:2]1[NH:3][C:4](=[O:37])[C:5]2[N:6]=[CH:7][N:8]([C@H:11]3[C@H:15]([OH:16])[C@H:14]([OH:17])[C@@:13]([CH:25]([F:27])[F:26])([CH2:28][OH:29])[O:12]3)[C:9]=2[N:10]=1. The yield is 0.330. (2) The reactants are [Cl:1][C:2]1[C:10]([C:11]#[N:12])=[CH:9][CH:8]=[C:7]2[C:3]=1[CH:4]=[C:5]([CH2:18][OH:19])[N:6]2[CH2:13][C:14]([F:17])([F:16])[F:15]. The catalyst is CC#N.O=[Mn]=O. The product is [Cl:1][C:2]1[C:10]([C:11]#[N:12])=[CH:9][CH:8]=[C:7]2[C:3]=1[CH:4]=[C:5]([CH:18]=[O:19])[N:6]2[CH2:13][C:14]([F:16])([F:17])[F:15]. The yield is 0.670. (3) The reactants are C[O:2][C:3](=[O:21])[CH2:4][NH:5][C:6]([C:8]1[CH:13]=[C:12]([C:14]2[CH:19]=[CH:18][C:17]([CH3:20])=[CH:16][CH:15]=2)[CH:11]=[CH:10][N:9]=1)=[O:7].O.O[Li].O.Cl. The catalyst is C1COCC1. The product is [CH3:20][C:17]1[CH:16]=[CH:15][C:14]([C:12]2[CH:11]=[CH:10][N:9]=[C:8]([C:6]([NH:5][CH2:4][C:3]([OH:21])=[O:2])=[O:7])[CH:13]=2)=[CH:19][CH:18]=1. The yield is 0.120. (4) The reactants are C([N:3](CC)CC)C.CS(Cl)(=O)=O.[CH3:13][N:14]([CH3:33])[CH:15]1[CH2:20][CH2:19][N:18]([C:21](=[O:32])[CH2:22][CH2:23][C:24]2[N:25]([CH2:29][CH2:30]O)[CH:26]=[CH:27][N:28]=2)[CH2:17][CH2:16]1.C(=O)([O-])[O-].[K+].[K+].[K].C1(=O)NC(=O)C2=CC=CC=C12.O.NN. The catalyst is ClCCl. The product is [NH2:3][CH2:30][CH2:29][N:25]1[CH:26]=[CH:27][N:28]=[C:24]1[CH2:23][CH2:22][C:21]([N:18]1[CH2:19][CH2:20][CH:15]([N:14]([CH3:33])[CH3:13])[CH2:16][CH2:17]1)=[O:32]. The yield is 0.510. (5) The reactants are [C:1](OC(=O)C)(=[O:3])[CH3:2].[ClH:8].[CH3:9][O:10][C:11]1[CH:33]=[CH:32][C:14]2[N:15]=[C:16]([N:18]3[CH2:23][CH2:22][NH:21][CH2:20][CH:19]3[CH2:24][O:25][C:26]3[CH:27]=[N:28][CH:29]=[CH:30][CH:31]=3)[S:17][C:13]=2[CH:12]=1. The catalyst is C1COCC1. The product is [ClH:8].[ClH:8].[CH3:9][O:10][C:11]1[CH:33]=[CH:32][C:14]2[N:15]=[C:16]([N:18]3[CH2:23][CH2:22][N:21]([C:1](=[O:3])[CH3:2])[CH2:20][CH:19]3[CH2:24][O:25][C:26]3[CH:27]=[N:28][CH:29]=[CH:30][CH:31]=3)[S:17][C:13]=2[CH:12]=1. The yield is 0.850. (6) The reactants are Br[C:2]1[C:3]([F:8])=[N:4][CH:5]=[CH:6][CH:7]=1.CC1(C)C(C)(C)OB([C:17]2[CH2:22][CH2:21][N:20]([C:23](=[O:25])[CH3:24])[CH2:19][CH:18]=2)O1.C(=O)([O-])[O-].[Na+].[Na+]. The product is [F:8][C:3]1[C:2]([C:17]2[CH2:22][CH2:21][N:20]([C:23](=[O:25])[CH3:24])[CH2:19][CH:18]=2)=[CH:7][CH:6]=[CH:5][N:4]=1. The yield is 0.210. The catalyst is COCCOC.O. (7) The reactants are C([CH:6]1[CH2:11][CH2:10][CH2:9][NH:8][C:7]1=[O:12])(OCC)=O.[OH-].[K+].[Br:15][C:16]1[CH:17]=[C:18]([CH:20]=[CH:21][CH:22]=1)[NH2:19].Cl.[N:24]([O-])=O.[Na+].NC(N)=O.N(O)=O.C(=O)([O-])[O-].[Na+].[Na+]. The catalyst is O. The product is [Br:15][C:16]1[CH:17]=[C:18]([NH:19][N:24]=[C:6]2[CH2:11][CH2:10][CH2:9][NH:8][C:7]2=[O:12])[CH:20]=[CH:21][CH:22]=1. The yield is 0.320. (8) The reactants are [O:1]=[C:2]1[CH2:7][NH:6][CH2:5][CH2:4][N:3]1[C:8]1[CH:13]=[CH:12][C:11]([S:14]([NH:17][C:18]2[S:19][CH:20]=[CH:21][N:22]=2)(=[O:16])=[O:15])=[CH:10][CH:9]=1.[F:23][C:24]([F:39])([F:38])[C:25]1[CH:33]=[C:32]2[C:28]([CH:29]=[CH:30][N:31]2[CH2:34][C:35](O)=[O:36])=[CH:27][CH:26]=1.CN(C(ON1N=NC2C=CC=NC1=2)=[N+](C)C)C.F[P-](F)(F)(F)(F)F.C(=O)(O)[O-].[Na+].Cl.S1C(N)=NC=N1. The product is [O:1]=[C:2]1[CH2:7][N:6]([C:35](=[O:36])[CH2:34][N:31]2[C:32]3[C:28](=[CH:27][CH:26]=[C:25]([C:24]([F:38])([F:23])[F:39])[CH:33]=3)[CH:29]=[CH:30]2)[CH2:5][CH2:4][N:3]1[C:8]1[CH:9]=[CH:10][C:11]([S:14]([NH:17][C:18]2[S:19][CH:20]=[CH:21][N:22]=2)(=[O:16])=[O:15])=[CH:12][CH:13]=1. No catalyst specified. The yield is 0.340. (9) The reactants are C(O[C:6]([N:8]1[CH2:13][CH2:12][N:11]([C:14](OC(C)(C)C)=O)[CH2:10][C@@H:9]1[CH2:21][OH:22])=O)(C)(C)C.[H-].[H-].[H-].[H-].[Li+].[Al+3]. The catalyst is C1COCC1. The product is [CH3:6][N:8]1[CH2:13][CH2:12][N:11]([CH3:14])[CH2:10][C@@H:9]1[CH2:21][OH:22]. The yield is 0.620. (10) The reactants are [C:1]([C:3]1[O:7][C:6]([C:8](Cl)=[O:9])=[CH:5][CH:4]=1)#[N:2].[CH3:11][N:12]1[CH2:17][CH2:16][N:15]([C:18]2[CH:23]=[CH:22][C:21]([NH2:24])=[C:20]([C:25]3[C:29]([CH3:30])=[CH:28][S:27][CH:26]=3)[CH:19]=2)[CH2:14][CH2:13]1.CCN(C(C)C)C(C)C. No catalyst specified. The product is [CH3:11][N:12]1[CH2:17][CH2:16][N:15]([C:18]2[CH:23]=[CH:22][C:21]([NH:24][C:8]([C:6]3[O:7][C:3]([C:1]#[N:2])=[CH:4][CH:5]=3)=[O:9])=[C:20]([C:25]3[C:29]([CH3:30])=[CH:28][S:27][CH:26]=3)[CH:19]=2)[CH2:14][CH2:13]1. The yield is 0.240.